Regression. Given two drug SMILES strings and cell line genomic features, predict the synergy score measuring deviation from expected non-interaction effect. From a dataset of NCI-60 drug combinations with 297,098 pairs across 59 cell lines. (1) Drug 1: C1=CC(=C2C(=C1NCCNCCO)C(=O)C3=C(C=CC(=C3C2=O)O)O)NCCNCCO. Drug 2: CC(C)(C#N)C1=CC(=CC(=C1)CN2C=NC=N2)C(C)(C)C#N. Cell line: CAKI-1. Synergy scores: CSS=49.3, Synergy_ZIP=3.80, Synergy_Bliss=-2.02, Synergy_Loewe=-3.16, Synergy_HSA=-0.131. (2) Drug 1: C1=CC=C(C=C1)NC(=O)CCCCCCC(=O)NO. Drug 2: CC1C(C(CC(O1)OC2CC(OC(C2O)C)OC3=CC4=CC5=C(C(=O)C(C(C5)C(C(=O)C(C(C)O)O)OC)OC6CC(C(C(O6)C)O)OC7CC(C(C(O7)C)O)OC8CC(C(C(O8)C)O)(C)O)C(=C4C(=C3C)O)O)O)O. Cell line: SR. Synergy scores: CSS=45.4, Synergy_ZIP=0.851, Synergy_Bliss=1.98, Synergy_Loewe=-10.1, Synergy_HSA=0.121. (3) Drug 1: CC1=C2C(C(=O)C3(C(CC4C(C3C(C(C2(C)C)(CC1OC(=O)C(C(C5=CC=CC=C5)NC(=O)C6=CC=CC=C6)O)O)OC(=O)C7=CC=CC=C7)(CO4)OC(=O)C)O)C)OC(=O)C. Drug 2: CN1C2=C(C=C(C=C2)N(CCCl)CCCl)N=C1CCCC(=O)O.Cl. Cell line: ACHN. Synergy scores: CSS=10.1, Synergy_ZIP=-2.40, Synergy_Bliss=4.08, Synergy_Loewe=-13.9, Synergy_HSA=0.964. (4) Synergy scores: CSS=-3.05, Synergy_ZIP=1.12, Synergy_Bliss=-1.80, Synergy_Loewe=-4.78, Synergy_HSA=-4.76. Drug 1: C1=CC(=CC=C1C#N)C(C2=CC=C(C=C2)C#N)N3C=NC=N3. Cell line: OVCAR-4. Drug 2: C1=CC=C(C(=C1)C(C2=CC=C(C=C2)Cl)C(Cl)Cl)Cl. (5) Drug 1: CC1CCC2CC(C(=CC=CC=CC(CC(C(=O)C(C(C(=CC(C(=O)CC(OC(=O)C3CCCCN3C(=O)C(=O)C1(O2)O)C(C)CC4CCC(C(C4)OC)OCCO)C)C)O)OC)C)C)C)OC. Drug 2: CS(=O)(=O)CCNCC1=CC=C(O1)C2=CC3=C(C=C2)N=CN=C3NC4=CC(=C(C=C4)OCC5=CC(=CC=C5)F)Cl. Cell line: IGROV1. Synergy scores: CSS=30.1, Synergy_ZIP=11.4, Synergy_Bliss=12.5, Synergy_Loewe=7.60, Synergy_HSA=8.32.